Dataset: Reaction yield outcomes from USPTO patents with 853,638 reactions. Task: Predict the reaction yield, written as a fraction of the theoretical maximum amount of product (1.0 means a 100% yield; for example, 0.34 means a 34% yield). The reactants are [OH-].[Na+].[F:3][C:4]1[CH:5]=[C:6]([NH:11][CH:12]([C:14]2[CH:15]=[C:16]([C:32]([O:34]C)=[O:33])[CH:17]=[C:18]3[C:23]=2[O:22][C:21]([N:24]2[CH2:29][CH2:28][O:27][CH2:26][C@@H:25]2[CH3:30])=[CH:20][C:19]3=[O:31])[CH3:13])[CH:7]=[C:8]([F:10])[CH:9]=1.C1COCC1.Cl. The catalyst is CO. The product is [F:3][C:4]1[CH:5]=[C:6]([NH:11][CH:12]([C:14]2[CH:15]=[C:16]([C:32]([OH:34])=[O:33])[CH:17]=[C:18]3[C:23]=2[O:22][C:21]([N:24]2[CH2:29][CH2:28][O:27][CH2:26][C@@H:25]2[CH3:30])=[CH:20][C:19]3=[O:31])[CH3:13])[CH:7]=[C:8]([F:10])[CH:9]=1. The yield is 0.860.